The task is: Predict the reactants needed to synthesize the given product.. This data is from Full USPTO retrosynthesis dataset with 1.9M reactions from patents (1976-2016). (1) Given the product [C:1]([CH:3]1[CH2:8][CH2:7][N:6]([C:10]([NH:9][C:12]2[CH:17]=[C:16]([CH3:18])[CH:15]=[CH:14][C:13]=2[CH3:19])=[O:11])[CH2:5][CH2:4]1)#[N:2], predict the reactants needed to synthesize it. The reactants are: [C:1]([CH:3]1[CH2:8][CH2:7][NH:6][CH2:5][CH2:4]1)#[N:2].[N:9]([C:12]1[CH:17]=[C:16]([CH3:18])[CH:15]=[CH:14][C:13]=1[CH3:19])=[C:10]=[O:11]. (2) Given the product [CH:7]1[C:8]2[C:3](=[C:2]([NH:12][C@@H:13]3[CH2:17][CH2:16][N:15]([C:18]([O:20][C:21]([CH3:24])([CH3:23])[CH3:22])=[O:19])[CH2:14]3)[CH:11]=[CH:10][CH:9]=2)[CH:4]=[CH:5][N:6]=1, predict the reactants needed to synthesize it. The reactants are: Br[C:2]1[CH:11]=[CH:10][CH:9]=[C:8]2[C:3]=1[CH:4]=[CH:5][N:6]=[CH:7]2.[NH2:12][C@@H:13]1[CH2:17][CH2:16][N:15]([C:18]([O:20][C:21]([CH3:24])([CH3:23])[CH3:22])=[O:19])[CH2:14]1.C1C=CC(P(C2C(C3C(P(C4C=CC=CC=4)C4C=CC=CC=4)=CC=C4C=3C=CC=C4)=C3C(C=CC=C3)=CC=2)C2C=CC=CC=2)=CC=1.C(=O)([O-])[O-].[Cs+].[Cs+]. (3) Given the product [Cl:7][C:4]1[S:3][C:2]([C:9]2[S:8][CH:12]=[CH:11][CH:10]=2)=[CH:6][CH:5]=1, predict the reactants needed to synthesize it. The reactants are: Br[C:2]1[S:3][C:4]([Cl:7])=[CH:5][CH:6]=1.[S:8]1[CH:12]=[CH:11][CH:10]=[C:9]1B(O)O.C(=O)([O-])[O-].[Na+].[Na+]. (4) The reactants are: [N:1]([CH2:4][CH:5]1[O:13][C@H:12]2[C@@H:8]([N:9]=[C:10]([CH2:14][CH2:15][NH:16][C:17](=[O:23])[O:18][C:19]([CH3:22])([CH3:21])[CH3:20])[S:11]2)[C@@H:7]([OH:24])[C@@H:6]1[OH:25])=[N+]=[N-].O.C1(P(C2C=CC=CC=2)C2C=CC=CC=2)C=CC=CC=1. Given the product [NH2:1][CH2:4][C@H:5]1[O:13][C@H:12]2[C@H:8]([N:9]=[C:10]([CH2:14][CH2:15][NH:16][C:17](=[O:23])[O:18][C:19]([CH3:22])([CH3:20])[CH3:21])[S:11]2)[C@@H:7]([OH:24])[C@@H:6]1[OH:25], predict the reactants needed to synthesize it. (5) The reactants are: C[O:2][C:3](=[O:34])[C:4]1[CH:9]=[C:8]([OH:10])[CH:7]=[C:6]([N:11]2[C:15]([CH3:16])=[CH:14][CH:13]=[C:12]2[C:17]2[CH:22]=[C:21]([Cl:23])[CH:20]=[CH:19][C:18]=2[O:24][CH2:25][C:26]2[CH:31]=[CH:30][CH:29]=[C:28]([F:32])[C:27]=2[F:33])[CH:5]=1. Given the product [Cl:23][C:21]1[CH:20]=[CH:19][C:18]([O:24][CH2:25][C:26]2[CH:31]=[CH:30][CH:29]=[C:28]([F:32])[C:27]=2[F:33])=[C:17]([C:12]2[N:11]([C:6]3[CH:5]=[C:4]([CH:9]=[C:8]([OH:10])[CH:7]=3)[C:3]([OH:34])=[O:2])[C:15]([CH3:16])=[CH:14][CH:13]=2)[CH:22]=1, predict the reactants needed to synthesize it. (6) Given the product [C:53]([C:52]1[N:51]([C:32]([N:4]([C:5]2[CH:6]=[C:7]([CH:18]=[CH:19][CH:20]=2)[C:8]([O:10][CH2:11][C:12]2[CH:13]=[CH:14][CH:15]=[CH:16][CH:17]=2)=[O:9])[CH:1]([CH3:3])[CH3:2])=[O:38])[N:50]=[N:49][C:48]=1[C:42]1[C:43]([F:47])=[CH:44][CH:45]=[CH:46][C:41]=1[F:40])#[N:54], predict the reactants needed to synthesize it. The reactants are: [CH:1]([NH:4][C:5]1[CH:6]=[C:7]([CH:18]=[CH:19][CH:20]=1)[C:8]([O:10][CH2:11][C:12]1[CH:17]=[CH:16][CH:15]=[CH:14][CH:13]=1)=[O:9])([CH3:3])[CH3:2].C(N(CC)CC)C.ClC(Cl)(O[C:32](=[O:38])OC(Cl)(Cl)Cl)Cl.[F:40][C:41]1[CH:46]=[CH:45][CH:44]=[C:43]([F:47])[C:42]=1[C:48]1[N:49]=[N:50][NH:51][C:52]=1[C:53]#[N:54]. (7) Given the product [Cl:12][C:13]1[CH:26]=[C:25]([NH:27][C:9](=[O:11])[C:8]#[C:7][C:3]2[CH:2]=[N:1][CH:6]=[CH:5][CH:4]=2)[CH:24]=[CH:23][C:14]=1[O:15][CH2:16][CH2:17][N:18]([CH2:21][CH3:22])[CH2:19][CH3:20], predict the reactants needed to synthesize it. The reactants are: [N:1]1[CH:6]=[CH:5][CH:4]=[C:3]([C:7]#[C:8][C:9]([OH:11])=O)[CH:2]=1.[Cl:12][C:13]1[CH:26]=[C:25]([NH2:27])[CH:24]=[CH:23][C:14]=1[O:15][CH2:16][CH2:17][N:18]([CH2:21][CH3:22])[CH2:19][CH3:20].ClCCl.CO.N. (8) Given the product [C:1]([N:8]1[CH2:12][C@@H:11]([N:13]=[N+:14]=[N-:15])[CH2:10][C@H:9]1[C:16]([OH:18])=[O:17])([O:3][C:4]([CH3:7])([CH3:6])[CH3:5])=[O:2], predict the reactants needed to synthesize it. The reactants are: [C:1]([N:8]1[CH2:12][C@@H:11]([N:13]=[N+:14]=[N-:15])[CH2:10][C@H:9]1[C:16]([O:18]C)=[O:17])([O:3][C:4]([CH3:7])([CH3:6])[CH3:5])=[O:2].[Li+].[OH-]. (9) Given the product [C:1]([O:5][C:6]([NH:8][C@@H:9]([CH2:21][O:22][C:24]1[CH:25]=[C:26]([C:27]#[N:28])[CH:29]=[CH:30][C:31]=1[I:32])[CH2:10][C:11]([O:13][CH2:14][C:15]1[CH:16]=[CH:17][CH:18]=[CH:19][CH:20]=1)=[O:12])=[O:7])([CH3:3])([CH3:4])[CH3:2], predict the reactants needed to synthesize it. The reactants are: [C:1]([O:5][C:6]([NH:8][C@@H:9]([CH2:21][OH:22])[CH2:10][C:11]([O:13][CH2:14][C:15]1[CH:20]=[CH:19][CH:18]=[CH:17][CH:16]=1)=[O:12])=[O:7])([CH3:4])([CH3:3])[CH3:2].O[C:24]1[CH:25]=[C:26]([CH:29]=[CH:30][C:31]=1[I:32])[C:27]#[N:28].C1(P(C2C=CC=CC=2)C2C=CC=CC=2)C=CC=CC=1.CN(C)C(N=NC(N(C)C)=O)=O. (10) The reactants are: [N+:1]([CH3:4])([O-:3])=[O:2].N12CCCN=C1CCCCC2.[C:16]([O:23][CH3:24])(=[O:22])/[CH:17]=[CH:18]/[CH2:19][CH2:20][CH3:21].Cl. Given the product [N+:1]([CH2:4][CH:18]([CH2:19][CH2:20][CH3:21])[CH2:17][C:16]([O:23][CH3:24])=[O:22])([O-:3])=[O:2], predict the reactants needed to synthesize it.